From a dataset of Reaction yield outcomes from USPTO patents with 853,638 reactions. Predict the reaction yield, written as a fraction of the theoretical maximum amount of product (1.0 means a 100% yield; for example, 0.34 means a 34% yield). (1) The reactants are [CH3:1][C:2]1[N:7]=[C:6]([C:8]2[C:13]([C:14]3[CH:19]=[CH:18][N:17]4[N:20]=[CH:21][C:22]([C:23]([O:25]CC)=[O:24])=[C:16]4[N:15]=3)=[CH:12][CH:11]=[CH:10][N:9]=2)[CH:5]=[CH:4][CH:3]=1.FC(F)(F)C1N=C(C2C(C3C=CN4N=CC(C(O)=O)=C4N=3)=CC=CN=2)C=CC=1. No catalyst specified. The product is [CH3:1][C:2]1[N:7]=[C:6]([C:8]2[C:13]([C:14]3[CH:19]=[CH:18][N:17]4[N:20]=[CH:21][C:22]([C:23]([OH:25])=[O:24])=[C:16]4[N:15]=3)=[CH:12][CH:11]=[CH:10][N:9]=2)[CH:5]=[CH:4][CH:3]=1. The yield is 1.00. (2) The catalyst is C1COCC1. The product is [F:1][C:2]1[CH:3]=[CH:4][C:5]([C:8]([CH3:12])([CH3:11])[CH2:9][NH2:10])=[CH:6][CH:7]=1. The yield is 0.920. The reactants are [F:1][C:2]1[CH:7]=[CH:6][C:5]([C:8]([CH3:12])([CH3:11])[C:9]#[N:10])=[CH:4][CH:3]=1.[H-].[Al+3].[Li+].[H-].[H-].[H-].O.[OH-].[Na+]. (3) The reactants are [CH:1]1([NH:5][CH2:6][C:7]2[N:8]=[CH:9][C:10]([NH2:13])=[N:11][CH:12]=2)[CH2:4][CH2:3][CH2:2]1.Br[C:15]1[C:16](=[O:23])[N:17]([CH3:22])[N:18]=[C:19]([Cl:21])[CH:20]=1.C([O-])([O-])=O.[Cs+].[Cs+].CC1(C)C2C(=C(P(C3C=CC=CC=3)C3C=CC=CC=3)C=CC=2)OC2C(P(C3C=CC=CC=3)C3C=CC=CC=3)=CC=CC1=2. The catalyst is O1CCOCC1.C1C=CC(/C=C/C(/C=C/C2C=CC=CC=2)=O)=CC=1.C1C=CC(/C=C/C(/C=C/C2C=CC=CC=2)=O)=CC=1.[Pd]. The product is [Cl:21][C:19]1[CH:20]=[C:15]([NH:13][C:10]2[CH:9]=[N:8][C:7]([CH2:6][NH:5][CH:1]3[CH2:2][CH2:3][CH2:4]3)=[CH:12][N:11]=2)[C:16](=[O:23])[N:17]([CH3:22])[N:18]=1. The yield is 0.390. (4) The reactants are [H-].[Na+].[C:3]([N:11]1[CH2:16][CH2:15][N:14]([C:17](=[O:29])[C:18]([C:20]2[C:28]3[C:23](=[N:24][CH:25]=[CH:26][CH:27]=3)[NH:22][CH:21]=2)=[O:19])[C@H:13]([CH3:30])[CH2:12]1)(=[O:10])[C:4]1[CH:9]=[CH:8][CH:7]=[CH:6][CH:5]=1.[CH3:31]N(C=O)C. No catalyst specified. The product is [C:3]([N:11]1[CH2:16][CH2:15][N:14]([C:17](=[O:29])[C:18]([C:20]2[C:28]3[C:23](=[N:24][CH:25]=[CH:26][CH:27]=3)[N:22]([CH3:31])[CH:21]=2)=[O:19])[C@H:13]([CH3:30])[CH2:12]1)(=[O:10])[C:4]1[CH:5]=[CH:6][CH:7]=[CH:8][CH:9]=1. The yield is 0.240. (5) The reactants are S[C:2]1[CH:7]=[CH:6][CH:5]=[CH:4][N:3]=1.[S:8](=[O:12])(=O)(O)[OH:9].[Cl:13][O-].[Na+]. The catalyst is O. The product is [N:3]1[CH:4]=[CH:5][CH:6]=[CH:7][C:2]=1[S:8]([Cl:13])(=[O:12])=[O:9]. The yield is 0.770. (6) The reactants are [CH3:1][C:2]1[CH:7]=[CH:6][N:5]=[CH:4][C:3]=1[N:8]1[CH2:12][CH2:11][NH:10][C:9]1=[O:13].Br[C:15]1[CH:20]=[CH:19][N:18]2[C:21]([Cl:24])=[CH:22][N:23]=[C:17]2[CH:16]=1.N[C@@H]1CCCC[C@H]1N.P([O-])([O-])([O-])=O.[K+].[K+].[K+]. The catalyst is [Cu](I)I.O1CCOCC1. The product is [Cl:24][C:21]1[N:18]2[CH:19]=[CH:20][C:15]([N:10]3[CH2:11][CH2:12][N:8]([C:3]4[CH:4]=[N:5][CH:6]=[CH:7][C:2]=4[CH3:1])[C:9]3=[O:13])=[CH:16][C:17]2=[N:23][CH:22]=1. The yield is 0.0657. (7) The reactants are [CH2:1]([NH:4][C:5]1[C:14]2[C:9](=[CH:10][CH:11]=[C:12]([N+:15]([O-:17])=[O:16])[CH:13]=2)[N:8]=[C:7](Cl)[N:6]=1)[CH:2]=[CH2:3].[F:19][C:20]([F:24])([F:23])[CH2:21][NH2:22].C(N(CC)CC)C. No catalyst specified. The product is [CH2:1]([NH:4][C:5]1[C:14]2[C:9](=[CH:10][CH:11]=[C:12]([N+:15]([O-:17])=[O:16])[CH:13]=2)[N:8]=[C:7]([NH:22][CH2:21][C:20]([F:24])([F:23])[F:19])[N:6]=1)[CH:2]=[CH2:3]. The yield is 0.308.